Predict which catalyst facilitates the given reaction. From a dataset of Catalyst prediction with 721,799 reactions and 888 catalyst types from USPTO. Reactant: [C:1]1([CH:8]=[CH:7][CH:6]=[C:4]([OH:5])[CH:3]=1)[OH:2].[Br-:9].[Br-:10].[Br-].[NH+]1C=CC=CC=1.[NH+]1C=CC=CC=1.[NH+]1C=CC=CC=1. Product: [Br:9][C:6]1[CH:7]=[C:8]([Br:10])[C:1]([OH:2])=[CH:3][C:4]=1[OH:5]. The catalyst class is: 98.